Task: Regression. Given two drug SMILES strings and cell line genomic features, predict the synergy score measuring deviation from expected non-interaction effect.. Dataset: NCI-60 drug combinations with 297,098 pairs across 59 cell lines (1) Drug 1: CN1CCC(CC1)COC2=C(C=C3C(=C2)N=CN=C3NC4=C(C=C(C=C4)Br)F)OC. Drug 2: CC1C(C(CC(O1)OC2CC(OC(C2O)C)OC3=CC4=CC5=C(C(=O)C(C(C5)C(C(=O)C(C(C)O)O)OC)OC6CC(C(C(O6)C)O)OC7CC(C(C(O7)C)O)OC8CC(C(C(O8)C)O)(C)O)C(=C4C(=C3C)O)O)O)O. Cell line: SR. Synergy scores: CSS=29.3, Synergy_ZIP=16.1, Synergy_Bliss=16.7, Synergy_Loewe=-23.8, Synergy_HSA=16.3. (2) Drug 1: CC(C)(C#N)C1=CC(=CC(=C1)CN2C=NC=N2)C(C)(C)C#N. Drug 2: C1=NC2=C(N=C(N=C2N1C3C(C(C(O3)CO)O)F)Cl)N. Cell line: MDA-MB-435. Synergy scores: CSS=13.4, Synergy_ZIP=-1.81, Synergy_Bliss=3.83, Synergy_Loewe=3.78, Synergy_HSA=3.84. (3) Drug 1: C1CCN(CC1)CCOC2=CC=C(C=C2)C(=O)C3=C(SC4=C3C=CC(=C4)O)C5=CC=C(C=C5)O. Drug 2: CC12CCC3C(C1CCC2=O)CC(=C)C4=CC(=O)C=CC34C. Cell line: K-562. Synergy scores: CSS=59.2, Synergy_ZIP=0.592, Synergy_Bliss=-3.05, Synergy_Loewe=-5.65, Synergy_HSA=-4.67. (4) Drug 1: CCC1=C2CN3C(=CC4=C(C3=O)COC(=O)C4(CC)O)C2=NC5=C1C=C(C=C5)O. Drug 2: COC1=C2C(=CC3=C1OC=C3)C=CC(=O)O2. Cell line: MCF7. Synergy scores: CSS=12.8, Synergy_ZIP=-4.81, Synergy_Bliss=-3.14, Synergy_Loewe=-69.1, Synergy_HSA=-1.75. (5) Drug 1: CCCCC(=O)OCC(=O)C1(CC(C2=C(C1)C(=C3C(=C2O)C(=O)C4=C(C3=O)C=CC=C4OC)O)OC5CC(C(C(O5)C)O)NC(=O)C(F)(F)F)O. Drug 2: CC12CCC3C(C1CCC2O)C(CC4=C3C=CC(=C4)O)CCCCCCCCCS(=O)CCCC(C(F)(F)F)(F)F. Cell line: DU-145. Synergy scores: CSS=20.0, Synergy_ZIP=-4.47, Synergy_Bliss=-11.5, Synergy_Loewe=-28.0, Synergy_HSA=-10.2. (6) Drug 1: C1C(C(OC1N2C=NC3=C(N=C(N=C32)Cl)N)CO)O. Drug 2: CC1=C(C(=CC=C1)Cl)NC(=O)C2=CN=C(S2)NC3=CC(=NC(=N3)C)N4CCN(CC4)CCO. Cell line: CAKI-1. Synergy scores: CSS=35.7, Synergy_ZIP=-0.603, Synergy_Bliss=-2.51, Synergy_Loewe=-9.74, Synergy_HSA=-3.14. (7) Drug 1: CS(=O)(=O)C1=CC(=C(C=C1)C(=O)NC2=CC(=C(C=C2)Cl)C3=CC=CC=N3)Cl. Drug 2: CC1=C(C(=O)C2=C(C1=O)N3CC4C(C3(C2COC(=O)N)OC)N4)N. Cell line: PC-3. Synergy scores: CSS=26.7, Synergy_ZIP=-4.86, Synergy_Bliss=1.87, Synergy_Loewe=-35.9, Synergy_HSA=1.63.